This data is from PAMPA (Parallel Artificial Membrane Permeability Assay) permeability data from NCATS. The task is: Regression/Classification. Given a drug SMILES string, predict its absorption, distribution, metabolism, or excretion properties. Task type varies by dataset: regression for continuous measurements (e.g., permeability, clearance, half-life) or binary classification for categorical outcomes (e.g., BBB penetration, CYP inhibition). Dataset: pampa_ncats. (1) The drug is CCN1C2=CC(=NC=C2N=C1C3=NON=C3N)OC4=CC=CC(=C4)NC(=O)C5=CC=C(C=C5)OCCN6CCOCC6. The result is 0 (low-to-moderate permeability). (2) The molecule is COC1=CC=C(C=C1)N2C(=O)NC(=N2)C3CCCN(C3)C(=O)C4=CC(=CC=C4)OC. The result is 1 (high permeability). (3) The drug is CCOC1=CC=C(C=C1)CNC2=CC3=C(C=C2)N(C=N3)C. The result is 1 (high permeability). (4) The result is 1 (high permeability). The compound is CNC(=O)C1=CC=C(C=C1)C2=CN=C3N2C=C(N=C3)C(=O)N(C)C4=CC=C(C=C4)Cl. (5) The molecule is COC1=CC(=NC=C1)NC(=S)N2CCN(CC2)C3=CC=CC(=N3)C(F)(F)F. The result is 1 (high permeability).